The task is: Predict the product of the given reaction.. This data is from Forward reaction prediction with 1.9M reactions from USPTO patents (1976-2016). The product is: [F:21][C:22]1[CH:23]=[C:24]([NH:29][C:30]([NH:13][C:10]2[CH:11]=[CH:12][C:7]([O:6][CH2:5][CH2:4][CH2:3][N:2]([CH3:1])[CH3:20])=[C:8]([C:14]3[N:15]([CH3:19])[N:16]=[CH:17][CH:18]=3)[CH:9]=2)=[O:31])[CH:25]=[CH:26][C:27]=1[F:28]. Given the reactants [CH3:1][N:2]([CH3:20])[CH2:3][CH2:4][CH2:5][O:6][C:7]1[CH:12]=[CH:11][C:10]([NH2:13])=[CH:9][C:8]=1[C:14]1[N:15]([CH3:19])[N:16]=[CH:17][CH:18]=1.[F:21][C:22]1[CH:23]=[C:24]([N:29]=[C:30]=[O:31])[CH:25]=[CH:26][C:27]=1[F:28], predict the reaction product.